From a dataset of Reaction yield outcomes from USPTO patents with 853,638 reactions. Predict the reaction yield, written as a fraction of the theoretical maximum amount of product (1.0 means a 100% yield; for example, 0.34 means a 34% yield). (1) The reactants are Br[C:2]1([C:35]([CH:37]2[CH2:42][CH2:41][CH2:40][CH2:39][O:38]2)=[O:36])[C:10]2[C:5](=[CH:6][CH:7]=[C:8]([C:11]3[N:15]=[CH:14][N:13]([C:16](C4C=CC=CC=4)([C:23]4C=C[CH:26]=[CH:25][CH:24]=4)[C:17]4[CH:22]=[CH:21]C=C[CH:18]=4)[N:12]=3)[CH:9]=2)[NH:4][NH:3]1.[CH3:43][C:44]1[CH:49]=[CH:48][C:47](B(O)O)=[CH:46][CH:45]=1.ClCCl.P([O-])([O-])([O-])=O.[K+].[K+].[K+]. The catalyst is COCCOC.C1(P(C2C=CC=CC=2)[C-]2C=CC=C2)C=CC=CC=1.[C-]1(P(C2C=CC=CC=2)C2C=CC=CC=2)C=CC=C1.[Fe+2]. The product is [CH3:43][C:44]1[CH:49]=[CH:48][C:47]([C:2]2([C:35]([CH:37]3[CH2:42][CH2:41][CH2:40][CH2:39][O:38]3)=[O:36])[C:10]3[C:5](=[CH:6][CH:7]=[C:8]([C:11]4[N:15]=[CH:14][N:13]([C:16]5[CH:23]=[CH:24][C:25]([CH3:26])=[C:22]([CH3:21])[C:17]=5[CH3:18])[N:12]=4)[CH:9]=3)[NH:4][NH:3]2)=[CH:46][CH:45]=1. The yield is 0.850. (2) The reactants are O[O:2][S:3]([O-:5])=O.[K+].[CH:7]([N:10]1[N:19]=[C:18]([NH:20][C:21]2[CH:25]=[C:24]([CH3:26])[NH:23][N:22]=2)[C:17]2[C:12](=[CH:13][C:14](SC)=[CH:15][CH:16]=2)[C:11]1=[O:29])([CH3:9])[CH3:8].O1CCOC[CH2:31]1.O. The catalyst is O. The product is [CH:7]([N:10]1[N:19]=[C:18]([NH:20][C:21]2[CH:25]=[C:24]([CH3:26])[NH:23][N:22]=2)[C:17]2[C:12](=[CH:13][C:14]([S:3]([CH3:31])(=[O:5])=[O:2])=[CH:15][CH:16]=2)[C:11]1=[O:29])([CH3:9])[CH3:8]. The yield is 0.250. (3) The reactants are [Cl:1][C:2]1[CH:7]=[CH:6][C:5]([C:8]2[N:13]=[CH:12][C:11]([O:14]C)=[CH:10][N:9]=2)=[CH:4][CH:3]=1.Br. The catalyst is C(O)(=O)C. The product is [Cl:1][C:2]1[CH:3]=[CH:4][C:5]([C:8]2[N:9]=[CH:10][C:11]([OH:14])=[CH:12][N:13]=2)=[CH:6][CH:7]=1. The yield is 0.880. (4) The reactants are [CH:1]1([N:6]2[C:10]3[CH:11]=[CH:12][C:13]([NH2:15])=[CH:14][C:9]=3[N:8]=[CH:7]2)[CH2:5][CH2:4][CH2:3][CH2:2]1.[Br:16]Br.N.CO.C(Cl)Cl. The catalyst is CC(O)=O. The product is [CH:1]1([N:6]2[C:10]3[CH:11]=[CH:12][C:13]([NH2:15])=[C:14]([Br:16])[C:9]=3[N:8]=[CH:7]2)[CH2:2][CH2:3][CH2:4][CH2:5]1. The yield is 0.350. (5) The reactants are [S:1]1[C:5]([C:6]2[C:14]3[C:9](=[CH:10][CH:11]=[C:12]([C:15](N)=[O:16])[CH:13]=3)[N:8](C3CCCCO3)[N:7]=2)=[CH:4][C:3]2[CH:24]=[CH:25][CH:26]=[CH:27][C:2]1=2.Cl.[OH-:29].[Na+].[CH3:31]O. The product is [S:1]1[C:5]([C:6]2[C:14]3[C:9](=[CH:10][CH:11]=[C:12]([C:15]([O:29][CH3:31])=[O:16])[CH:13]=3)[NH:8][N:7]=2)=[CH:4][C:3]2[CH:24]=[CH:25][CH:26]=[CH:27][C:2]1=2. The yield is 0.260. No catalyst specified. (6) The reactants are [Br:1][C:2]1[N:3]([CH2:10][C@:11]2([CH3:14])[CH2:13][O:12]2)[CH:4]=[C:5]([N+:7]([O-:9])=[O:8])[N:6]=1.[N:15]1([C:21]([O:23][CH2:24][CH:25]=[CH:26][C:27]2[CH:32]=[CH:31][C:30]([C:33]([F:36])([F:35])[F:34])=[CH:29][CH:28]=2)=[O:22])[CH2:20][CH2:19][NH:18][CH2:17][CH2:16]1.CN(C)C=O. The catalyst is O. The product is [Br:1][C:2]1[N:3]([CH2:10][C@:11]([OH:12])([CH3:14])[CH2:13][N:18]2[CH2:17][CH2:16][N:15]([C:21]([O:23][CH2:24][CH:25]=[CH:26][C:27]3[CH:32]=[CH:31][C:30]([C:33]([F:35])([F:36])[F:34])=[CH:29][CH:28]=3)=[O:22])[CH2:20][CH2:19]2)[CH:4]=[C:5]([N+:7]([O-:9])=[O:8])[N:6]=1. The yield is 0.840. (7) The reactants are C[C:2]1[CH:10]=[CH:9][C:5]([C:6]([OH:8])=[O:7])=[C:4]([N:11]([S:13]([C:16]2[CH:21]=[CH:20][C:19](F)=[CH:18][CH:17]=2)(=[O:15])=[O:14])[CH3:12])[C:3]=1[CH3:23].[OH:24][CH2:25][CH2:26][CH2:27][NH:28][C:29]([C:31]1[S:32][C:33]2[CH:39]=[CH:38][CH:37]=[CH:36][C:34]=2[CH:35]=1)=[O:30]. No catalyst specified. The product is [S:32]1[C:33]2[CH:39]=[CH:38][CH:37]=[CH:36][C:34]=2[CH:35]=[C:31]1[C:29]([NH:28][CH2:27][CH2:26][CH2:25][O:24][C:19]1[CH:20]=[CH:21][C:16]([S:13]([N:11]([CH3:12])[C:4]2[C:3]([CH3:23])=[CH:2][CH:10]=[CH:9][C:5]=2[C:6]([OH:8])=[O:7])(=[O:14])=[O:15])=[CH:17][CH:18]=1)=[O:30]. The yield is 0.190.